This data is from Forward reaction prediction with 1.9M reactions from USPTO patents (1976-2016). The task is: Predict the product of the given reaction. (1) The product is: [Cl:1][C:2]1[CH:7]=[CH:6][C:5](/[CH:8]=[CH:9]/[C:10]([N:12]2[CH2:13][CH2:14][CH:15]([CH2:18][C:19]([OH:21])=[O:20])[CH2:16][CH2:17]2)=[O:11])=[C:4]([CH2:24][N:25]2[N:29]=[N:28][C:27]([CH3:30])=[N:26]2)[CH:3]=1. Given the reactants [Cl:1][C:2]1[CH:7]=[CH:6][C:5](/[CH:8]=[CH:9]/[C:10]([N:12]2[CH2:17][CH2:16][CH:15]([CH2:18][C:19]([O:21]CC)=[O:20])[CH2:14][CH2:13]2)=[O:11])=[C:4]([CH2:24][N:25]2[N:29]=[N:28][C:27]([CH3:30])=[N:26]2)[CH:3]=1.[OH-].[Na+], predict the reaction product. (2) Given the reactants [CH3:1][C@@:2]1([CH2:5][O:6][C:7]2[CH:12]=[CH:11][CH:10]=[CH:9][C:8]=2[CH2:13][C:14]([O:16][CH3:17])=[O:15])[CH2:4][O:3]1.[Cl:18][C:19]1[CH:32]=[CH:31][C:22]([CH2:23][N:24]2[CH2:29][CH2:28][CH:27]([NH2:30])[CH2:26][CH2:25]2)=[CH:21][CH:20]=1, predict the reaction product. The product is: [Cl:18][C:19]1[CH:20]=[CH:21][C:22]([CH2:23][N:24]2[CH2:25][CH2:26][CH:27]([NH:30][CH2:4][C@@:2]([OH:3])([CH3:1])[CH2:5][O:6][C:7]3[CH:12]=[CH:11][CH:10]=[CH:9][C:8]=3[CH2:13][C:14]([O:16][CH3:17])=[O:15])[CH2:28][CH2:29]2)=[CH:31][CH:32]=1. (3) Given the reactants [NH2:1][CH2:2][CH2:3][CH2:4][C:5]([CH2:16][CH3:17])([C:10]1[CH:15]=[CH:14][CH:13]=[CH:12][CH:11]=1)[C:6]([O:8][CH3:9])=[O:7].[F:18][C:19]([F:45])([F:44])[C:20]1[CH:25]=[CH:24][C:23]([C:26]2[C:27]([C:32]([NH:34][C:35]3[CH:36]=[C:37]([C:41](O)=[O:42])[N:38]([CH3:40])[CH:39]=3)=[O:33])=[CH:28][CH:29]=[CH:30][CH:31]=2)=[CH:22][CH:21]=1.CN(C(ON1N=NC2C=CC=CC1=2)=[N+](C)C)C.[B-](F)(F)(F)F.C(N(C(C)C)C(C)C)C, predict the reaction product. The product is: [CH3:9][O:8][C:6]([C:5]([C:10]1[CH:15]=[CH:14][CH:13]=[CH:12][CH:11]=1)([CH2:16][CH3:17])[CH2:4][CH2:3][CH2:2][NH:1][C:41]([C:37]1[N:38]([CH3:40])[CH:39]=[C:35]([NH:34][C:32]([C:27]2[C:26]([C:23]3[CH:22]=[CH:21][C:20]([C:19]([F:45])([F:18])[F:44])=[CH:25][CH:24]=3)=[CH:31][CH:30]=[CH:29][CH:28]=2)=[O:33])[CH:36]=1)=[O:42])=[O:7].